Dataset: Blood-brain barrier penetration binary classification data from Martins et al.. Task: Regression/Classification. Given a drug SMILES string, predict its absorption, distribution, metabolism, or excretion properties. Task type varies by dataset: regression for continuous measurements (e.g., permeability, clearance, half-life) or binary classification for categorical outcomes (e.g., BBB penetration, CYP inhibition). Dataset: bbb_martins. (1) The drug is CC[N+](C)(C)Cc1ccccc1Br.Cc1ccc(S(=O)(=O)[O-])cc1. The result is 0 (does not penetrate BBB). (2) The molecule is CN1[C@H]2CCC[C@@H]1CC(NC(=O)c1nn(C)c3ccccc13)C2. The result is 1 (penetrates BBB). (3) The drug is COc1ccc2c3c1OC1C(O)C=CC4C(C2)NCCC341. The result is 1 (penetrates BBB). (4) The molecule is CN1CC[C@]23c4c5ccc(O)c4O[C@H]2C(O)C=C[C@H]3[C@H]1C5. The result is 1 (penetrates BBB).